This data is from Full USPTO retrosynthesis dataset with 1.9M reactions from patents (1976-2016). The task is: Predict the reactants needed to synthesize the given product. (1) Given the product [CH2:17]1[C:16]2[CH:29]=[C:12]([NH:11][C:9](=[O:10])[O:8][CH2:1][C:2]3[CH:3]=[CH:4][CH:5]=[CH:6][CH:7]=3)[CH:13]=[CH:14][C:15]=2[CH2:21][CH2:20][CH2:19][NH:18]1, predict the reactants needed to synthesize it. The reactants are: [CH2:1]([O:8][C:9]([NH:11][C:12]1[CH:13]=[CH:14][C:15]2[CH2:21][CH2:20][CH2:19][N:18](C(OC(C)(C)C)=O)[CH2:17][C:16]=2[CH:29]=1)=[O:10])[C:2]1[CH:7]=[CH:6][CH:5]=[CH:4][CH:3]=1. (2) The reactants are: [CH3:1][N:2]1[CH2:7][CH2:6][N:5]([CH2:8][CH2:9][CH2:10][OH:11])[CH2:4][CH2:3]1.[OH-].[K+].Cl[C:15]1[CH:24]=[C:23]([C:25]([NH:27][CH2:28][C@H:29]2[CH2:34][CH2:33][C@H:32]([CH2:35][NH:36][C:37](=[O:43])[O:38][C:39]([CH3:42])([CH3:41])[CH3:40])[CH2:31][CH2:30]2)=[O:26])[C:22]2[C:17](=[CH:18][CH:19]=[CH:20][CH:21]=2)[N:16]=1.CS(C)=O. Given the product [CH3:1][N:2]1[CH2:7][CH2:6][N:5]([CH2:8][CH2:9][CH2:10][O:11][C:15]2[CH:24]=[C:23]([C:25]([NH:27][CH2:28][C@H:29]3[CH2:30][CH2:31][C@H:32]([CH2:35][NH:36][C:37](=[O:43])[O:38][C:39]([CH3:41])([CH3:40])[CH3:42])[CH2:33][CH2:34]3)=[O:26])[C:22]3[C:17](=[CH:18][CH:19]=[CH:20][CH:21]=3)[N:16]=2)[CH2:4][CH2:3]1, predict the reactants needed to synthesize it. (3) Given the product [C:1]([NH:6][C@H:7]([C:29]([NH:44][CH2:43][CH2:42][S:41][C:33](=[O:40])[C:34]1[CH:39]=[CH:38][CH:37]=[CH:36][CH:35]=1)=[O:30])[CH2:8][S:9][C:10]([C:17]1[CH:18]=[CH:19][CH:20]=[CH:21][CH:22]=1)([C:23]1[CH:24]=[CH:25][CH:26]=[CH:27][CH:28]=1)[C:11]1[CH:16]=[CH:15][CH:14]=[CH:13][CH:12]=1)(=[O:5])[CH:2]([CH3:4])[CH3:3], predict the reactants needed to synthesize it. The reactants are: [C:1]([NH:6][C@H:7]([C:29](O)=[O:30])[CH2:8][S:9][C:10]([C:23]1[CH:28]=[CH:27][CH:26]=[CH:25][CH:24]=1)([C:17]1[CH:22]=[CH:21][CH:20]=[CH:19][CH:18]=1)[C:11]1[CH:16]=[CH:15][CH:14]=[CH:13][CH:12]=1)(=[O:5])[CH:2]([CH3:4])[CH3:3].Cl.[C:33]([S:41][CH2:42][CH2:43][NH2:44])(=[O:40])[C:34]1[CH:39]=[CH:38][CH:37]=[CH:36][CH:35]=1. (4) Given the product [CH3:14][S:15]([O-:18])(=[O:17])=[O:16].[CH3:1][O:2][Si:3]([CH2:8][CH2:9][CH2:10][N+:11]([CH3:14])([CH3:13])[CH3:12])([O:4][CH3:5])[O:6][CH3:7], predict the reactants needed to synthesize it. The reactants are: [CH3:1][O:2][Si:3]([CH2:8][CH2:9][CH2:10][N:11]([CH3:13])[CH3:12])([O:6][CH3:7])[O:4][CH3:5].[CH3:14][S:15]([O:18]C)(=[O:17])=[O:16]. (5) Given the product [Br:1][C:2]1[CH:11]=[CH:10][C:9]2[C:8]3[C:12]4[NH:19][CH2:18][C@@H:17]([CH3:27])[NH:16][C:15](=[O:35])[C:13]=4[S:14][C:7]=3[CH:6]=[CH:5][C:4]=2[N:3]=1, predict the reactants needed to synthesize it. The reactants are: [Br:1][C:2]1[CH:11]=[CH:10][C:9]2[C:8]3[C:12]4[N:19](C(OC(C)(C)C)=O)[CH2:18][C@@H:17]([CH3:27])[N:16](C(OC(C)(C)C)=O)[C:15](=[O:35])[C:13]=4[S:14][C:7]=3[CH:6]=[CH:5][C:4]=2[N:3]=1.FC(F)(F)C(O)=O. (6) Given the product [Cl:19][C:20]1[N:38]=[CH:37][C:23]2[N:24]=[C:25]([CH3:36])[N:26]([C:29]3[CH:30]=[CH:31][C:32]([O:35][CH2:41][CH2:42][CH2:43][N:44]4[CH2:49][CH2:48][CH2:47][CH2:46][CH2:45]4)=[CH:33][CH:34]=3)[C:27](=[O:28])[C:22]=2[CH:21]=1, predict the reactants needed to synthesize it. The reactants are: NC1C(C(O)=O)=CC(Cl)=NC=1.C(OC(=O)C)(=O)C.[Cl:19][C:20]1[N:38]=[CH:37][C:23]2[N:24]=[C:25]([CH3:36])[N:26]([C:29]3[CH:34]=[CH:33][C:32]([OH:35])=[CH:31][CH:30]=3)[C:27](=[O:28])[C:22]=2[CH:21]=1.Br.Br[CH2:41][CH2:42][CH2:43][N:44]1[CH2:49][CH2:48][CH2:47][CH2:46][CH2:45]1.C(=O)([O-])[O-].[K+].[K+]. (7) Given the product [CH2:22]([O:21][CH2:20][CH2:19][N:11]1[C:10]2[CH2:9][CH2:8][CH2:7][CH:6]([C:4]([OH:5])=[O:3])[C:18]=2[C:17]2[C:12]1=[CH:13][CH:14]=[CH:15][CH:16]=2)[C:23]1[CH:28]=[CH:27][CH:26]=[CH:25][CH:24]=1, predict the reactants needed to synthesize it. The reactants are: C([O:3][C:4]([CH:6]1[C:18]2[C:17]3[C:12](=[CH:13][CH:14]=[CH:15][CH:16]=3)[N:11]([CH2:19][CH2:20][O:21][CH2:22][C:23]3[CH:28]=[CH:27][CH:26]=[CH:25][CH:24]=3)[C:10]=2[CH2:9][CH2:8][CH2:7]1)=[O:5])C.[OH-].[Na+]. (8) Given the product [C:1]([C:3]1([NH:6][C:7]([C@@H:9]2[CH2:13][C@@H:12]([S:14]([C:17]3[CH:22]=[CH:21][C:20]([Br:23])=[CH:19][C:18]=3[C:24]([F:27])([F:25])[F:26])(=[O:16])=[O:15])[CH2:11][C@H:10]2[O:28][CH3:29])=[O:8])[CH2:4][CH2:5]1)#[N:2], predict the reactants needed to synthesize it. The reactants are: [C:1]([C:3]1([NH:6][C:7]([C@H:9]2[CH2:13][C@H:12]([S:14]([C:17]3[CH:22]=[CH:21][C:20]([Br:23])=[CH:19][C:18]=3[C:24]([F:27])([F:26])[F:25])(=[O:16])=[O:15])[CH2:11][C@@H:10]2[O:28][CH3:29])=[O:8])[CH2:5][CH2:4]1)#[N:2].